From a dataset of Choline transporter screen with 302,306 compounds. Binary Classification. Given a drug SMILES string, predict its activity (active/inactive) in a high-throughput screening assay against a specified biological target. (1) The molecule is n12nnnc1c1c(nc2c2ccccc2)c(ccc1)C. The result is 0 (inactive). (2) The molecule is O(c1ccc(Nc2ccccc2)cc1)CC(O)=O. The result is 0 (inactive). (3) The molecule is OC1(CN(CCc2c1cccc2)CCC(=O)c1cc2OCCOc2cc1)c1ccccc1. The result is 0 (inactive). (4) The compound is S=C(N1CCN(CC1)C\C=C\c1ccccc1)NC(=O)c1c(F)cccc1F. The result is 0 (inactive). (5) The compound is s1c(N\N=C(\c2ccccc2)C)nc(c1)C(O)=O. The result is 0 (inactive). (6) The drug is S(Cc1ccccc1)CC(=O)Nc1ccccc1. The result is 0 (inactive). (7) The molecule is O(c1cc(NC(=O)Nc2ccc(cc2)C)cc([N+]([O-])=O)c1)C. The result is 0 (inactive). (8) The molecule is O=C(N(Cc1n2CCCCCc2nn1)c1ccc(OCC)cc1)Nc1cc(ccc1)C. The result is 0 (inactive). (9) The compound is o1c(C(CCNCCC)c2c(OC)cccc2)ccc1. The result is 0 (inactive). (10) The molecule is Brc1cc(S(=O)(=O)NCCC(=O)Nc2cc(Cl)c(cc2)C)c(nc1)N. The result is 0 (inactive).